This data is from Full USPTO retrosynthesis dataset with 1.9M reactions from patents (1976-2016). The task is: Predict the reactants needed to synthesize the given product. (1) Given the product [NH2:26][C:27]1[CH:32]=[C:31]([C:2]2[CH:25]=[CH:24][CH:23]=[C:4]([CH2:5][C:6]3[C:15]4[C:10](=[CH:11][C:12]([O:18][CH3:19])=[C:13]([O:16][CH3:17])[CH:14]=4)[C:9]([CH2:20][CH3:21])=[N:8][C:7]=3[OH:22])[CH:3]=2)[CH:30]=[CH:29][CH:28]=1, predict the reactants needed to synthesize it. The reactants are: Br[C:2]1[CH:3]=[C:4]([CH:23]=[CH:24][CH:25]=1)[CH2:5][C:6]1[C:15]2[C:10](=[CH:11][C:12]([O:18][CH3:19])=[C:13]([O:16][CH3:17])[CH:14]=2)[C:9]([CH2:20][CH3:21])=[N:8][C:7]=1[OH:22].[NH2:26][C:27]1[CH:28]=[C:29](B(OC(C)(C)C)OC(C)(C)C)[CH:30]=[CH:31][CH:32]=1.C([O-])([O-])=O.[Na+].[Na+].O. (2) Given the product [Cl:1][C:2]1[C:10]([Cl:11])=[CH:9][CH:8]=[CH:7][C:3]=1[C:4]([NH:21][CH2:20][CH:19]([C:16]1[CH:17]=[N:18][C:13]([CH3:12])=[N:14][CH:15]=1)[C:22]1[CH:23]=[CH:24][N:25]=[CH:26][CH:27]=1)=[O:6], predict the reactants needed to synthesize it. The reactants are: [Cl:1][C:2]1[C:10]([Cl:11])=[CH:9][CH:8]=[CH:7][C:3]=1[C:4]([OH:6])=O.[CH3:12][C:13]1[N:18]=[CH:17][C:16]([CH:19]([C:22]2[CH:27]=[CH:26][N:25]=[CH:24][CH:23]=2)[CH2:20][NH2:21])=[CH:15][N:14]=1. (3) The reactants are: [Br:1][C:2]1[CH:3]=[C:4]2[C:8](=[CH:9][CH:10]=1)[C:7](=O)[CH2:6][CH2:5]2.Cl.[NH2:13][OH:14].C([O-])(=O)C.[Na+]. Given the product [Br:1][C:2]1[CH:3]=[C:4]2[C:8](=[CH:9][CH:10]=1)[C:7](=[N:13][OH:14])[CH2:6][CH2:5]2, predict the reactants needed to synthesize it. (4) Given the product [NH:3]1[C:7]2[CH:8]=[CH:9][CH:10]=[CH:11][C:6]=2[N:5]=[C:4]1[C@H:12]([NH:22][C:23]([NH:24][C@H:25]1[CH2:29][CH2:28][NH:27][CH2:26]1)=[O:37])[CH2:13][C:14]1[CH:15]=[CH:16][C:17]([O:20][CH3:21])=[CH:18][CH:19]=1, predict the reactants needed to synthesize it. The reactants are: N#N.[NH:3]1[C:7]2[CH:8]=[CH:9][CH:10]=[CH:11][C:6]=2[N:5]=[C:4]1[C@H:12]([NH:22][C:23](=[O:37])[NH:24][C@H:25]1[CH2:29][CH2:28][N:27](C(OC(C)(C)C)=O)[CH2:26]1)[CH2:13][C:14]1[CH:19]=[CH:18][C:17]([O:20][CH3:21])=[CH:16][CH:15]=1.FC(F)(F)S(O[Si](C(C)(C)C)(C)C)(=O)=O. (5) Given the product [Cl:1][C:2]1[CH:11]=[CH:10][C:5]([O:6][CH2:7][CH2:8][O:9][C:18]2[N:28]=[C:21]3[N:22]=[C:23]([CH3:27])[CH:24]=[C:25]([CH3:26])[N:20]3[N:19]=2)=[CH:4][CH:3]=1, predict the reactants needed to synthesize it. The reactants are: [Cl:1][C:2]1[CH:11]=[CH:10][C:5]([O:6][CH2:7][CH2:8][OH:9])=[CH:4][CH:3]=1.[H-].[Na+].CS([C:18]1[N:28]=[C:21]2[N:22]=[C:23]([CH3:27])[CH:24]=[C:25]([CH3:26])[N:20]2[N:19]=1)(=O)=O.